Dataset: Full USPTO retrosynthesis dataset with 1.9M reactions from patents (1976-2016). Task: Predict the reactants needed to synthesize the given product. (1) Given the product [CH3:35][O:34][C:19]1[CH:18]=[CH:17][CH:16]=[C:15]2[C:20]=1[S:21][C:22]1[CH:23]=[C:24]([C:28]3[CH:29]=[N:30][CH:31]=[CH:32][CH:33]=3)[CH:25]=[CH:26][C:27]=1[CH:14]2[CH:11]1[CH2:10][CH2:9][NH:8][CH2:13][CH2:12]1, predict the reactants needed to synthesize it. The reactants are: C(OC([N:8]1[CH2:13][CH2:12][CH:11]([CH:14]2[C:27]3[CH:26]=[CH:25][C:24]([C:28]4[CH:29]=[N:30][CH:31]=[CH:32][CH:33]=4)=[CH:23][C:22]=3[S:21][C:20]3[C:15]2=[CH:16][CH:17]=[CH:18][C:19]=3[O:34][CH3:35])[CH2:10][CH2:9]1)=O)(C)(C)C.C(O)(C(F)(F)F)=O. (2) Given the product [Cl:17][CH:2]([C:4]1[CH:5]=[C:6]([NH:10][S:11]([CH3:14])(=[O:13])=[O:12])[CH:7]=[CH:8][CH:9]=1)[CH3:3], predict the reactants needed to synthesize it. The reactants are: O[CH:2]([C:4]1[CH:5]=[C:6]([NH:10][S:11]([CH3:14])(=[O:13])=[O:12])[CH:7]=[CH:8][CH:9]=1)[CH3:3].S(Cl)([Cl:17])=O. (3) Given the product [NH2:1][C:2]1[CH:3]=[C:4]([CH:7]=[CH:8][C:9]=1[N:10]1[C:14]2=[N:15][CH:16]=[CH:17][C:18]([I:19])=[C:13]2[C:12]([C:20]([F:23])([F:22])[F:21])=[N:11]1)[C:5]([NH2:6])=[O:24], predict the reactants needed to synthesize it. The reactants are: [NH2:1][C:2]1[CH:3]=[C:4]([CH:7]=[CH:8][C:9]=1[N:10]1[C:14]2=[N:15][CH:16]=[CH:17][C:18]([I:19])=[C:13]2[C:12]([C:20]([F:23])([F:22])[F:21])=[N:11]1)[C:5]#[N:6].[OH:24]O.[OH-].[Na+].O. (4) Given the product [CH:1]([O:4][C:6]1[CH:11]=[CH:10][CH:9]=[CH:8][C:7]=1[N+:12]([O-:14])=[O:13])([CH3:3])[CH3:2].[CH:22]([O:25][C:26]1[CH:32]=[CH:31][CH:30]=[CH:29][C:27]=1[NH:28][C:1]([NH:33][C:34]1[S:35][CH:36]=[CH:37][N:38]=1)=[O:4])([CH3:24])[CH3:23], predict the reactants needed to synthesize it. The reactants are: [CH:1]([OH:4])([CH3:3])[CH3:2].F[C:6]1[CH:11]=[CH:10][CH:9]=[CH:8][C:7]=1[N+:12]([O-:14])=[O:13].NC1C=CC=CC=1.[CH:22]([O:25][C:26]1[CH:32]=[CH:31][CH:30]=[CH:29][C:27]=1[NH2:28])([CH3:24])[CH3:23].[NH2:33][C:34]1[S:35][CH:36]=[CH:37][N:38]=1. (5) The reactants are: B([C:4]1[CH:5]=[C:6]([CH:10]=[CH:11][CH:12]=1)[C:7]([OH:9])=[O:8])(O)O.Br[C:14]1[CH:19]=[CH:18][CH:17]=[CH:16][N:15]=1.C(=O)([O-])[O-].[K+].[K+]. Given the product [N:15]1[CH:16]=[CH:17][CH:18]=[CH:19][C:14]=1[C:4]1[CH:5]=[C:6]([CH:10]=[CH:11][CH:12]=1)[C:7]([OH:9])=[O:8], predict the reactants needed to synthesize it. (6) Given the product [CH3:15][O:16][C:17]1[CH:18]=[C:19]([CH:20]=[CH:21][CH:22]=1)[CH2:23][NH:24][C:12]([C:10]1[S:11][C:7]([C:4]2[CH:3]=[CH:2][N:1]=[CH:6][CH:5]=2)=[CH:8][CH:9]=1)=[O:14], predict the reactants needed to synthesize it. The reactants are: [N:1]1[CH:6]=[CH:5][C:4]([C:7]2[S:11][C:10]([C:12]([OH:14])=O)=[CH:9][CH:8]=2)=[CH:3][CH:2]=1.[CH3:15][O:16][C:17]1[CH:18]=[C:19]([CH2:23][NH2:24])[CH:20]=[CH:21][CH:22]=1. (7) Given the product [Cl:23][C:24]1[S:25][C:26]([C:33]([NH:1][C:2]2[C:3]([CH2:19][CH:20]([CH3:22])[CH3:21])=[C:4]([C:15]([O:17][CH3:18])=[O:16])[C:5]([CH:12]([F:14])[F:13])=[N:6][C:7]=2[C:8]([F:10])([F:11])[F:9])=[O:34])=[C:27]([C:29]([F:30])([F:31])[F:32])[N:28]=1, predict the reactants needed to synthesize it. The reactants are: [NH2:1][C:2]1[C:3]([CH2:19][CH:20]([CH3:22])[CH3:21])=[C:4]([C:15]([O:17][CH3:18])=[O:16])[C:5]([CH:12]([F:14])[F:13])=[N:6][C:7]=1[C:8]([F:11])([F:10])[F:9].[Cl:23][C:24]1[S:25][C:26]([C:33](Cl)=[O:34])=[C:27]([C:29]([F:32])([F:31])[F:30])[N:28]=1.